Dataset: Reaction yield outcomes from USPTO patents with 853,638 reactions. Task: Predict the reaction yield, written as a fraction of the theoretical maximum amount of product (1.0 means a 100% yield; for example, 0.34 means a 34% yield). (1) The reactants are [Cl:1][C:2]1[CH:11]=[C:10]([O:12][CH3:13])[C:9]([N+:14]([O-])=O)=[CH:8][C:3]=1[C:4]([O:6][CH3:7])=[O:5].[Sn](Cl)Cl. The catalyst is CO. The product is [NH2:14][C:9]1[C:10]([O:12][CH3:13])=[CH:11][C:2]([Cl:1])=[C:3]([CH:8]=1)[C:4]([O:6][CH3:7])=[O:5]. The yield is 0.800. (2) The reactants are C(OC([NH:11][CH:12]([CH2:23][O:24][C:25]([CH3:28])([CH3:27])[CH3:26])[C:13](=[O:22])[C:14]([CH3:21])([CH3:20])[C:15](OCC)=[O:16])=O)C1C=CC=CC=1. The catalyst is CO.[C].[Pd]. The product is [C:25]([O:24][CH2:23][CH:12]1[NH:11][C:15](=[O:16])[C:14]([CH3:21])([CH3:20])[C:13]1=[O:22])([CH3:28])([CH3:27])[CH3:26]. The yield is 0.810.